Dataset: Full USPTO retrosynthesis dataset with 1.9M reactions from patents (1976-2016). Task: Predict the reactants needed to synthesize the given product. (1) Given the product [CH2:7]([S:9]([C:10]1[CH:30]=[CH:29][C:13]([O:14][C:15]2[C:23]3[C:18](=[CH:19][CH:20]=[C:21]([C:24]([F:25])([F:27])[F:26])[CH:22]=3)[NH:17][C:16]=2[CH3:28])=[CH:12][CH:11]=1)(=[O:1])=[O:31])[CH3:8], predict the reactants needed to synthesize it. The reactants are: [OH:1]OS([O-])=O.[K+].[CH2:7]([S:9][C:10]1[CH:30]=[CH:29][C:13]([O:14][C:15]2[C:23]3[C:18](=[CH:19][CH:20]=[C:21]([C:24]([F:27])([F:26])[F:25])[CH:22]=3)[NH:17][C:16]=2[CH3:28])=[CH:12][CH:11]=1)[CH3:8].[OH2:31]. (2) Given the product [CH:10]1([NH:9][C:8](=[O:17])[NH:7][CH:4]2[CH2:3][CH2:2][CH2:1][CH2:6][CH2:5]2)[CH2:15][CH2:14][CH2:13][CH2:12][CH2:11]1, predict the reactants needed to synthesize it. The reactants are: [CH2:1]1[CH2:6][CH2:5][CH:4]([N:7]=[C:8]=[N:9][CH:10]2[CH2:15][CH2:14][CH2:13][CH2:12][CH2:11]2)[CH2:3][CH2:2]1.C[O:17]C1C=C2C(=CC=1)C=C([C@H](C)C(O)=O)C=C2. (3) Given the product [CH3:1][O:2][C:3]1[CH:4]=[C:5]([CH:18]=[CH:19][C:20]=1[O:21][CH3:22])[CH2:6][C:7]1[C:11]2[N:12]=[C:13]([NH2:17])[N:14]=[C:15]([Cl:35])[C:10]=2[NH:9][CH:8]=1, predict the reactants needed to synthesize it. The reactants are: [CH3:1][O:2][C:3]1[CH:4]=[C:5]([CH:18]=[CH:19][C:20]=1[O:21][CH3:22])[CH2:6][C:7]1[C:11]2[N:12]=[C:13]([NH2:17])[NH:14][C:15](=O)[C:10]=2[NH:9][CH:8]=1.CN(C)C1C=CC=CC=1.[Cl-].O=P(Cl)(Cl)[Cl:35].